From a dataset of Full USPTO retrosynthesis dataset with 1.9M reactions from patents (1976-2016). Predict the reactants needed to synthesize the given product. Given the product [C:34]([O:33][C:32]([NH:31][C@H:26]1[CH2:27][CH2:28][CH2:29][CH2:30][C@H:25]1[NH:24][C:4]1[N:3]=[C:2]([C:44]2[S:48][C:47]([NH:49][C:50](=[O:56])[O:51][C:52]([CH3:54])([CH3:53])[CH3:55])=[N:46][CH:45]=2)[C:7]2[C:8](=[O:22])[N:9]([CH2:11][C:12]3[CH:17]=[CH:16][C:15]([O:18][CH3:19])=[CH:14][C:13]=3[O:20][CH3:21])[CH2:10][C:6]=2[C:5]=1[F:23])=[O:38])([CH3:35])([CH3:36])[CH3:37], predict the reactants needed to synthesize it. The reactants are: Cl[C:2]1[C:7]2[C:8](=[O:22])[N:9]([CH2:11][C:12]3[CH:17]=[CH:16][C:15]([O:18][CH3:19])=[CH:14][C:13]=3[O:20][CH3:21])[CH2:10][C:6]=2[C:5]([F:23])=[C:4]([NH:24][C@@H:25]2[CH2:30][CH2:29][CH2:28][CH2:27][C@@H:26]2[NH:31][C:32](=[O:38])[O:33][C:34]([CH3:37])([CH3:36])[CH3:35])[N:3]=1.C([Sn](CCCC)(CCCC)[C:44]1[S:48][C:47]([NH:49][C:50](=[O:56])[O:51][C:52]([CH3:55])([CH3:54])[CH3:53])=[N:46][CH:45]=1)CCC.